This data is from Reaction yield outcomes from USPTO patents with 853,638 reactions. The task is: Predict the reaction yield, written as a fraction of the theoretical maximum amount of product (1.0 means a 100% yield; for example, 0.34 means a 34% yield). (1) The reactants are C[Si]([N-][Si](C)(C)C)(C)C.[K+].[CH2:11]([O:13][C:14](=[O:30])[CH2:15][N:16]=[C:17]([C:24]1[CH:29]=[CH:28][CH:27]=[CH:26][CH:25]=1)[C:18]1[CH:23]=[CH:22][CH:21]=[CH:20][CH:19]=1)[CH3:12].C(=O)=O.C[C:35]([CH3:37])=O.I[CH2:39][CH3:40]. The catalyst is O1CCCC1. The product is [C:18]1([C:17](=[N:16][C:15]([CH2:35][CH3:37])([CH2:39][CH3:40])[C:14]([O:13][CH2:11][CH3:12])=[O:30])[C:24]2[CH:29]=[CH:28][CH:27]=[CH:26][CH:25]=2)[CH:19]=[CH:20][CH:21]=[CH:22][CH:23]=1. The yield is 0.970. (2) The reactants are C([N:8](CC1C=CC=CC=1)[CH:9]([CH2:22][O:23][CH:24]([F:26])[F:25])[C:10]([NH:12][CH2:13][C:14]1[CH:19]=[CH:18][C:17]([F:20])=[C:16]([F:21])[CH:15]=1)=[O:11])C1C=CC=CC=1.C(N(CC)CC)C.C(OC(=O)C)(=O)C. The catalyst is C(O)C.ClCCl.[OH-].[OH-].[Pd+2]. The product is [NH2:8][CH:9]([CH2:22][O:23][CH:24]([F:25])[F:26])[C:10]([NH:12][CH2:13][C:14]1[CH:19]=[CH:18][C:17]([F:20])=[C:16]([F:21])[CH:15]=1)=[O:11]. The yield is 0.600. (3) The reactants are [CH3:1][O:2][C:3]1[CH:10]=[CH:9][C:8]([C:11]2[C:19]3[C:14](=[N:15][CH:16]=[CH:17][CH:18]=3)[NH:13][CH:12]=2)=[CH:7][C:4]=1[C:5]#[N:6].C(=O)([O-])[O-:21].[K+].[K+].OO. The catalyst is CS(C)=O.O. The product is [CH3:1][O:2][C:3]1[CH:10]=[CH:9][C:8]([C:11]2[C:19]3[C:14](=[N:15][CH:16]=[CH:17][CH:18]=3)[NH:13][CH:12]=2)=[CH:7][C:4]=1[C:5]([NH2:6])=[O:21]. The yield is 0.880.